This data is from TCR-epitope binding with 47,182 pairs between 192 epitopes and 23,139 TCRs. The task is: Binary Classification. Given a T-cell receptor sequence (or CDR3 region) and an epitope sequence, predict whether binding occurs between them. (1) The epitope is KRWIIMGLNK. The TCR CDR3 sequence is CASSFRGDIQYF. Result: 0 (the TCR does not bind to the epitope). (2) The TCR CDR3 sequence is CASSLEGQGLYEQYF. Result: 1 (the TCR binds to the epitope). The epitope is ALSKGVHFV. (3) The epitope is ALSKGVHFV. The TCR CDR3 sequence is CASSLLTGTGLTGELFF. Result: 1 (the TCR binds to the epitope). (4) The epitope is YFPLQSYGF. The TCR CDR3 sequence is CASSTPVLAGGIDTQYF. Result: 1 (the TCR binds to the epitope). (5) The epitope is QYDPVAALF. The TCR CDR3 sequence is CASSPLGGRETQYF. Result: 0 (the TCR does not bind to the epitope). (6) The epitope is FVDGVPFVV. The TCR CDR3 sequence is CASSPPGGENTGELFF. Result: 1 (the TCR binds to the epitope).